This data is from NCI-60 drug combinations with 297,098 pairs across 59 cell lines. The task is: Regression. Given two drug SMILES strings and cell line genomic features, predict the synergy score measuring deviation from expected non-interaction effect. (1) Drug 1: C1=NC(=NC(=O)N1C2C(C(C(O2)CO)O)O)N. Drug 2: CC1=C(C(=O)C2=C(C1=O)N3CC4C(C3(C2COC(=O)N)OC)N4)N. Cell line: SNB-19. Synergy scores: CSS=42.6, Synergy_ZIP=-2.46, Synergy_Bliss=-4.23, Synergy_Loewe=-8.85, Synergy_HSA=0.968. (2) Synergy scores: CSS=32.5, Synergy_ZIP=-2.70, Synergy_Bliss=-2.90, Synergy_Loewe=-42.5, Synergy_HSA=-2.41. Cell line: HCC-2998. Drug 1: CC1=C2C(C(=O)C3(C(CC4C(C3C(C(C2(C)C)(CC1OC(=O)C(C(C5=CC=CC=C5)NC(=O)OC(C)(C)C)O)O)OC(=O)C6=CC=CC=C6)(CO4)OC(=O)C)O)C)O. Drug 2: C1CNP(=O)(OC1)N(CCCl)CCCl. (3) Drug 1: CC1=CC=C(C=C1)C2=CC(=NN2C3=CC=C(C=C3)S(=O)(=O)N)C(F)(F)F. Drug 2: CC(C)NC(=O)C1=CC=C(C=C1)CNNC.Cl. Cell line: SR. Synergy scores: CSS=-1.56, Synergy_ZIP=10.1, Synergy_Bliss=0.558, Synergy_Loewe=-4.96, Synergy_HSA=-4.79. (4) Drug 2: C1=CC(=CC=C1C#N)C(C2=CC=C(C=C2)C#N)N3C=NC=N3. Drug 1: C1CCC(C1)C(CC#N)N2C=C(C=N2)C3=C4C=CNC4=NC=N3. Synergy scores: CSS=3.69, Synergy_ZIP=-2.18, Synergy_Bliss=-0.582, Synergy_Loewe=0.736, Synergy_HSA=0.494. Cell line: SF-295.